From a dataset of NCI-60 drug combinations with 297,098 pairs across 59 cell lines. Regression. Given two drug SMILES strings and cell line genomic features, predict the synergy score measuring deviation from expected non-interaction effect. Drug 1: CC(C)(C#N)C1=CC(=CC(=C1)CN2C=NC=N2)C(C)(C)C#N. Drug 2: C(CC(=O)O)C(=O)CN.Cl. Cell line: COLO 205. Synergy scores: CSS=13.7, Synergy_ZIP=-1.45, Synergy_Bliss=5.71, Synergy_Loewe=-0.254, Synergy_HSA=1.16.